The task is: Predict the reactants needed to synthesize the given product.. This data is from Retrosynthesis with 50K atom-mapped reactions and 10 reaction types from USPTO. Given the product CCOC(=O)Cc1ccc(OC)c(Cc2ccc(NC(=O)C(C)(C)C)cc2CSC(C)(C)C)c1, predict the reactants needed to synthesize it. The reactants are: CC(C)(C)C(=O)Cl.CCOC(=O)Cc1ccc(OC)c(Cc2ccc(N)cc2CSC(C)(C)C)c1.